From a dataset of Catalyst prediction with 721,799 reactions and 888 catalyst types from USPTO. Predict which catalyst facilitates the given reaction. Reactant: [F:1][C:2]([F:15])([F:14])[S:3]([O:6]S(C(F)(F)F)(=O)=O)(=[O:5])=[O:4].[N:16]1([CH2:23][CH2:24][O:25][C:26]2[CH:45]=[CH:44][C:29]([O:30][C:31]3[C:40]4[C:35](=[CH:36][C:37]([O:41][CH3:42])=[CH:38][CH:39]=4)[CH:34]=[CH:33][C:32]=3O)=[CH:28][CH:27]=2)[CH2:22][CH2:21][CH2:20][CH2:19][CH2:18][CH2:17]1.C(N(CC)CC)C.C(Cl)Cl. Product: [N:16]1([CH2:23][CH2:24][O:25][C:26]2[CH:27]=[CH:28][C:29]([O:30][C:31]3[C:40]4[C:35](=[CH:36][C:37]([O:41][CH3:42])=[CH:38][CH:39]=4)[CH:34]=[CH:33][C:32]=3[O:6][S:3]([C:2]([F:15])([F:14])[F:1])(=[O:5])=[O:4])=[CH:44][CH:45]=2)[CH2:22][CH2:21][CH2:20][CH2:19][CH2:18][CH2:17]1. The catalyst class is: 170.